Dataset: Forward reaction prediction with 1.9M reactions from USPTO patents (1976-2016). Task: Predict the product of the given reaction. Given the reactants [NH:1]1[C:9]2[C:4](=[CH:5][CH:6]=[CH:7][CH:8]=2)[CH:3]=[CH:2]1.[H-].[Na+].C1([S:18](Cl)(=[O:20])=[O:19])C=CC=CC=1, predict the reaction product. The product is: [NH:1]1[C:9]2[C:4](=[CH:5][CH:6]=[CH:7][CH:8]=2)[CH:3]=[CH:2]1.[C:9]1([NH:1][SH:18](=[O:20])=[O:19])[CH:8]=[CH:7][CH:6]=[CH:5][CH:4]=1.